Predict the reactants needed to synthesize the given product. From a dataset of Full USPTO retrosynthesis dataset with 1.9M reactions from patents (1976-2016). (1) Given the product [CH3:52][N:2]([CH3:1])[CH:3]1[CH2:4][CH2:5][N:6]([C:9]2[CH:14]=[C:13]([C:15]3[C:23]4[C:22]([NH:24][C@H:25]([C:27]5[N:32]([C:33]6[CH:34]=[CH:35][CH:36]=[CH:37][CH:38]=6)[C:31](=[O:39])[C:30]6=[C:40]([CH3:43])[CH:41]=[CH:42][N:29]6[N:28]=5)[CH3:26])=[N:21][CH:20]=[N:19][C:18]=4[NH:17][CH:16]=3)[CH:12]=[CH:11][N:10]=2)[CH2:7][CH2:8]1, predict the reactants needed to synthesize it. The reactants are: [CH3:1][N:2]([CH3:52])[CH:3]1[CH2:8][CH2:7][N:6]([C:9]2[CH:14]=[C:13]([C:15]3[C:23]4[C:22]([NH:24][C@H:25]([C:27]5[N:32]([C:33]6[CH:38]=[CH:37][CH:36]=[CH:35][CH:34]=6)[C:31](=[O:39])[C:30]6=[C:40]([CH3:43])[CH:41]=[CH:42][N:29]6[N:28]=5)[CH3:26])=[N:21][CH:20]=[N:19][C:18]=4[N:17](COCC[Si](C)(C)C)[CH:16]=3)[CH:12]=[CH:11][N:10]=2)[CH2:5][CH2:4]1.FC(F)(F)C(O)=O.N. (2) Given the product [Cl:17][C:14]1[N:15]=[N+:10]([O-:12])[C:3]2[C:2]([CH3:1])=[CH:8][C:7]([CH3:9])=[CH:6][C:4]=2[N:5]=1, predict the reactants needed to synthesize it. The reactants are: [CH3:1][C:2]1[C:3]([N+:10]([O-:12])=O)=[C:4]([CH:6]=[C:7]([CH3:9])[CH:8]=1)[NH2:5].N#[C:14][NH2:15].[CH][Cl:17].[OH-].[Na+].N([O-])=O.[Na+]. (3) Given the product [O:3]1[C:4]2([CH2:9][CH2:8][CH:7]([OH:10])[CH2:6][CH2:5]2)[O:11][CH2:1][CH2:2]1, predict the reactants needed to synthesize it. The reactants are: [CH2:1]1[O:11][C:4]2([CH2:9][CH2:8][C:7](=[O:10])[CH2:6][CH2:5]2)[O:3][CH2:2]1.[BH4-].[Na+]. (4) Given the product [CH3:41][C:31]1[CH:36]=[CH:35][C:34]([S:37]([O:4][CH2:5][CH2:6][O:7][CH:8]2[CH2:13][CH2:12][N:11]([C:14]([O:16][CH2:17][C:18]3[CH:19]=[CH:20][CH:21]=[CH:22][CH:23]=3)=[O:15])[CH2:10][CH2:9]2)(=[O:39])=[O:38])=[CH:33][CH:32]=1, predict the reactants needed to synthesize it. The reactants are: ClCCl.[OH:4][CH2:5][CH2:6][O:7][CH:8]1[CH2:13][CH2:12][N:11]([C:14]([O:16][CH2:17][C:18]2[CH:23]=[CH:22][CH:21]=[CH:20][CH:19]=2)=[O:15])[CH2:10][CH2:9]1.C(N(CC)CC)C.[C:31]1([CH3:41])[CH:36]=[CH:35][C:34]([S:37](Cl)(=[O:39])=[O:38])=[CH:33][CH:32]=1. (5) Given the product [F:1][C@@H:2]1[CH2:6][CH2:5][N:4]([CH2:7][CH2:8][O:9][C:10]2[CH:11]=[C:12]([CH:18]=[CH:19][CH:20]=2)[C:13]([OH:15])=[O:14])[CH2:3]1, predict the reactants needed to synthesize it. The reactants are: [F:1][C@@H:2]1[CH2:6][CH2:5][N:4]([CH2:7][CH2:8][O:9][C:10]2[CH:11]=[C:12]([CH:18]=[CH:19][CH:20]=2)[C:13]([O:15]CC)=[O:14])[CH2:3]1.Cl. (6) Given the product [I:1][C:2]1[CH:7]=[CH:6][C:5]([C:8]2[O:12][C:11]([CH2:13][C:14]([OH:16])=[O:15])=[N:10][N:9]=2)=[CH:4][CH:3]=1, predict the reactants needed to synthesize it. The reactants are: [I:1][C:2]1[CH:7]=[CH:6][C:5]([C:8]2[O:12][C:11]([CH2:13][C:14]([O:16]CC)=[O:15])=[N:10][N:9]=2)=[CH:4][CH:3]=1.[OH-].[Na+].Cl. (7) The reactants are: [NH2:1][CH2:2][C@@H:3]1[CH2:6][C@H:5]([N:7]2[C:11]3[N:12]=[CH:13][N:14]=[C:15]([NH2:16])[C:10]=3[C:9]([C:17]3[CH:22]=[CH:21][CH:20]=[C:19]([O:23][CH2:24][C:25]4[CH:30]=[CH:29][CH:28]=[CH:27][CH:26]=4)[CH:18]=3)=[CH:8]2)[CH2:4]1.[CH3:31][O:32][C:33]1[CH:42]=[CH:41][C:36]([CH2:37][N:38]=[C:39]=[O:40])=[CH:35][CH:34]=1. Given the product [NH2:16][C:15]1[C:10]2[C:9]([C:17]3[CH:22]=[CH:21][CH:20]=[C:19]([O:23][CH2:24][C:25]4[CH:30]=[CH:29][CH:28]=[CH:27][CH:26]=4)[CH:18]=3)=[CH:8][N:7]([C@@H:5]3[CH2:4][C@H:3]([CH2:2][NH:1][C:39]([NH:38][CH2:37][C:36]4[CH:41]=[CH:42][C:33]([O:32][CH3:31])=[CH:34][CH:35]=4)=[O:40])[CH2:6]3)[C:11]=2[N:12]=[CH:13][N:14]=1, predict the reactants needed to synthesize it. (8) Given the product [CH2:22]([O:21][C:19]([N:15]1[CH2:16][CH2:17][CH2:18][CH:12]([N:9]2[CH2:10][CH2:11][CH:6]([C:4]([OH:5])=[O:3])[CH2:7][CH2:8]2)[CH2:13][CH2:14]1)=[O:20])[CH3:23], predict the reactants needed to synthesize it. The reactants are: C([O:3][C:4]([CH:6]1[CH2:11][CH2:10][N:9]([CH:12]2[CH2:18][CH2:17][CH2:16][N:15]([C:19]([O:21][CH2:22][CH3:23])=[O:20])[CH2:14][CH2:13]2)[CH2:8][CH2:7]1)=[O:5])C.[Li+].[OH-].Cl.